Dataset: Forward reaction prediction with 1.9M reactions from USPTO patents (1976-2016). Task: Predict the product of the given reaction. Given the reactants [CH2:1]([N:8]1[CH2:13][CH2:12][CH:11]([C:14]2([C:19]([O:21]CC)=[O:20])[CH2:18][CH2:17][CH2:16][CH2:15]2)[CH2:10][CH2:9]1)[C:2]1[CH:7]=[CH:6][CH:5]=[CH:4][CH:3]=1.[OH-].[K+], predict the reaction product. The product is: [CH2:1]([N:8]1[CH2:9][CH2:10][CH:11]([C:14]2([C:19]([OH:21])=[O:20])[CH2:15][CH2:16][CH2:17][CH2:18]2)[CH2:12][CH2:13]1)[C:2]1[CH:3]=[CH:4][CH:5]=[CH:6][CH:7]=1.